This data is from Full USPTO retrosynthesis dataset with 1.9M reactions from patents (1976-2016). The task is: Predict the reactants needed to synthesize the given product. (1) Given the product [OH:18][C:13]1[CH:14]=[C:15]2[C:10](=[CH:11][C:12]=1[N:19]1[CH2:23][C:22](=[O:24])[NH:21][S:20]1(=[O:26])=[O:25])[CH2:9][CH:8]([CH2:7][CH2:6][CH2:5][C:4]([CH3:28])([CH3:27])[C:3]([OH:29])=[O:2])[CH2:17][CH2:16]2, predict the reactants needed to synthesize it. The reactants are: C[O:2][C:3](=[O:29])[C:4]([CH3:28])([CH3:27])[CH2:5][CH2:6][CH2:7][CH:8]1[CH2:17][CH2:16][C:15]2[C:10](=[CH:11][C:12]([N:19]3[CH2:23][C:22](=[O:24])[NH:21][S:20]3(=[O:26])=[O:25])=[C:13]([OH:18])[CH:14]=2)[CH2:9]1.[OH-].[Na+]. (2) Given the product [Br:6][C:7]1[CH:8]=[C:9]([CH:10]=[CH:11][C:12]=1[F:13])[CH2:14][NH:15][CH:4]=[O:5], predict the reactants needed to synthesize it. The reactants are: C(O[CH:4]=[O:5])C.[Br:6][C:7]1[CH:8]=[C:9]([CH2:14][NH2:15])[CH:10]=[CH:11][C:12]=1[F:13]. (3) Given the product [F:3][C:4]1[CH:9]=[C:8]([N+:10]([O-:12])=[O:11])[C:7]([F:13])=[CH:6][C:5]=1[CH:16]([C:17]([O:19][CH2:20][CH3:21])=[O:18])[C:22]([O:24][CH2:25][CH3:26])=[O:23], predict the reactants needed to synthesize it. The reactants are: [OH-].[Na+].[F:3][C:4]1[CH:9]=[C:8]([N+:10]([O-:12])=[O:11])[C:7]([F:13])=[CH:6][C:5]=1F.Cl[CH:16]([C:22]([O:24][CH2:25][CH3:26])=[O:23])[C:17]([O:19][CH2:20][CH3:21])=[O:18].Cl. (4) Given the product [C:16]1([S:22]([C:14]2[S:15][C:9]3[CH2:8][CH2:7][NH:6][CH2:12][CH2:11][C:10]=3[CH:13]=2)(=[O:24])=[O:23])[CH:21]=[CH:20][CH:19]=[CH:18][CH:17]=1, predict the reactants needed to synthesize it. The reactants are: C(OC([N:6]1[CH2:12][CH2:11][C:10]2[CH:13]=[CH:14][S:15][C:9]=2[CH2:8][CH2:7]1)=O)C.[C:16]1([S:22](Cl)(=[O:24])=[O:23])[CH:21]=[CH:20][CH:19]=[CH:18][CH:17]=1.[Al+3].[Cl-].[Cl-].[Cl-]. (5) The reactants are: [CH3:1][O:2][C:3]([C@H:5]1[N:9]2[C:10](=[O:33])[C:11]([C:31]#[N:32])=[C:12]([CH2:20]C3C4C(=CC=CC=4)C=CC=3)[C:13]([C:14]3[CH:19]=[CH:18][CH:17]=[CH:16][CH:15]=3)=[C:8]2[S:7][CH2:6]1)=[O:4].COC([C@H]1N2C(=O)C(Br)=C(CC3C4C(=CC=CC=4)C=CC=3)C(C3C=CC=CC=3)=C2SC1)=O.COC([C@H]1N2C(=O)C(Br)=C(C)C(C3C=CC=CC=3)=C2SC1)=O. Given the product [CH3:1][O:2][C:3]([C@H:5]1[N:9]2[C:10](=[O:33])[C:11]([C:31]#[N:32])=[C:12]([CH3:20])[C:13]([C:14]3[CH:19]=[CH:18][CH:17]=[CH:16][CH:15]=3)=[C:8]2[S:7][CH2:6]1)=[O:4], predict the reactants needed to synthesize it. (6) Given the product [O:13]1[C:17]([C:18]2[CH:19]=[CH:20][C:21]([NH:24][N:25]=[CH:1][C:3]3[CH:8]=[CH:7][C:6]([CH2:9][C:10]([OH:12])=[O:11])=[CH:5][CH:4]=3)=[CH:22][CH:23]=2)=[CH:16][N:15]=[CH:14]1, predict the reactants needed to synthesize it. The reactants are: [CH:1]([C:3]1[CH:8]=[CH:7][C:6]([CH2:9][C:10]([OH:12])=[O:11])=[CH:5][CH:4]=1)=O.[O:13]1[C:17]([C:18]2[CH:23]=[CH:22][C:21]([NH:24][NH2:25])=[CH:20][CH:19]=2)=[CH:16][N:15]=[CH:14]1.